This data is from Forward reaction prediction with 1.9M reactions from USPTO patents (1976-2016). The task is: Predict the product of the given reaction. (1) Given the reactants [CH3:1][O:2][C:3]1[CH:4]=[C:5]([NH2:15])[CH:6]=[CH:7][C:8]=1[N:9]1[CH:13]=[C:12]([CH3:14])[N:11]=[CH:10]1.C([N:24]=[C:25]=[S:26])(=O)C1C=CC=CC=1.C(=O)([O-])[O-].[K+].[K+], predict the reaction product. The product is: [CH3:1][O:2][C:3]1[CH:4]=[C:5]([NH:15][C:25]([NH2:24])=[S:26])[CH:6]=[CH:7][C:8]=1[N:9]1[CH:13]=[C:12]([CH3:14])[N:11]=[CH:10]1. (2) The product is: [C:24]([O:23][C:21]([N:17]1[C:18]2[C:14](=[CH:13][C:12]([N+:9]([O-:11])=[O:10])=[CH:20][CH:19]=2)[CH:15]=[C:16]1[B:28]([OH:33])[OH:29])=[O:22])([CH3:27])([CH3:26])[CH3:25]. Given the reactants [Li+].CC([N-]C(C)C)C.[N+:9]([C:12]1[CH:13]=[C:14]2[C:18](=[CH:19][CH:20]=1)[N:17]([C:21]([O:23][C:24]([CH3:27])([CH3:26])[CH3:25])=[O:22])[CH:16]=[CH:15]2)([O-:11])=[O:10].[B:28](OC(C)C)([O:33]C(C)C)[O:29]C(C)C.ClC1N=C(C2C=CC(O)=CC=2)C=NC=1, predict the reaction product. (3) Given the reactants C([O:8][C:9](=[O:40])[C@@H:10]([NH:32][C:33]([O:35][C:36]([CH3:39])([CH3:38])[CH3:37])=[O:34])[CH2:11][CH2:12][CH2:13][O:14][Si:15]([C:28]([CH3:31])([CH3:30])[CH3:29])([C:22]1[CH:27]=[CH:26][CH:25]=[CH:24][CH:23]=1)[C:16]1[CH:21]=[CH:20][CH:19]=[CH:18][CH:17]=1)C1C=CC=CC=1, predict the reaction product. The product is: [C:36]([O:35][C:33]([NH:32][C@@H:10]([CH2:11][CH2:12][CH2:13][O:14][Si:15]([C:28]([CH3:31])([CH3:30])[CH3:29])([C:16]1[CH:17]=[CH:18][CH:19]=[CH:20][CH:21]=1)[C:22]1[CH:27]=[CH:26][CH:25]=[CH:24][CH:23]=1)[C:9]([OH:40])=[O:8])=[O:34])([CH3:39])([CH3:37])[CH3:38]. (4) The product is: [C:14]1([S:20]([N:9]2[C:6]3=[N:7][CH:8]=[C:3]([O:2][CH3:1])[CH:4]=[C:5]3[CH:11]=[CH:10]2)(=[O:22])=[O:21])[CH:19]=[CH:18][CH:17]=[CH:16][CH:15]=1. Given the reactants [CH3:1][O:2][C:3]1[CH:4]=[C:5]2[CH:11]=[CH:10][NH:9][C:6]2=[N:7][CH:8]=1.[OH-].[Na+].[C:14]1([S:20](Cl)(=[O:22])=[O:21])[CH:19]=[CH:18][CH:17]=[CH:16][CH:15]=1, predict the reaction product. (5) Given the reactants [OH:1][C:2]1[CH:3]=[C:4]([CH:7]=[C:8]([C:10]([F:13])([F:12])[F:11])[CH:9]=1)[C:5]#[N:6].F[C:15]1[CH:22]=[CH:21][C:18]([CH:19]=[O:20])=[CH:17][C:16]=1[C:23]([F:26])([F:25])[F:24], predict the reaction product. The product is: [CH:19]([C:18]1[CH:21]=[CH:22][C:15]([O:1][C:2]2[CH:3]=[C:4]([CH:7]=[C:8]([C:10]([F:11])([F:12])[F:13])[CH:9]=2)[C:5]#[N:6])=[C:16]([C:23]([F:24])([F:25])[F:26])[CH:17]=1)=[O:20]. (6) Given the reactants [C:1]([NH:5][S:6]([C:9]1[CH:14]=[CH:13][C:12]([C:15]2[N:19]([CH2:20][CH:21]3[CH2:26][CH2:25][CH2:24][CH2:23][CH2:22]3)[C:18]([CH3:27])=[C:17]([C:28](O)=[O:29])[CH:16]=2)=[CH:11][C:10]=1[C:31]([F:34])([F:33])[F:32])(=[O:8])=[O:7])([CH3:4])([CH3:3])[CH3:2].[CH2:35]([S:37]([C:40]1[CH:45]=[CH:44][C:43]([CH2:46][NH2:47])=[CH:42][CH:41]=1)(=[O:39])=[O:38])[CH3:36], predict the reaction product. The product is: [C:1]([NH:5][S:6]([C:9]1[CH:14]=[CH:13][C:12]([C:15]2[N:19]([CH2:20][CH:21]3[CH2:26][CH2:25][CH2:24][CH2:23][CH2:22]3)[C:18]([CH3:27])=[C:17]([C:28]([NH:47][CH2:46][C:43]3[CH:42]=[CH:41][C:40]([S:37]([CH2:35][CH3:36])(=[O:39])=[O:38])=[CH:45][CH:44]=3)=[O:29])[CH:16]=2)=[CH:11][C:10]=1[C:31]([F:34])([F:32])[F:33])(=[O:8])=[O:7])([CH3:3])([CH3:2])[CH3:4]. (7) Given the reactants C([O:4][C:5]1[CH:6]=[C:7]([CH:11]=[C:12](N)[C:13]=1[O:14][CH3:15])[C:8]([OH:10])=[O:9])(=O)C.N([O-])=O.[Na+].[F:21][B-](F)(F)F.[H+], predict the reaction product. The product is: [F:21][C:12]1[CH:11]=[C:7]([CH:6]=[C:5]([OH:4])[C:13]=1[O:14][CH3:15])[C:8]([OH:10])=[O:9]. (8) The product is: [ClH:25].[C:1]([NH:9][C@H:10]1[CH2:14][NH:13][C@H:12]([C:22]([N:29]2[CH2:30][CH2:31][CH2:32][C@H:28]2[C:26]#[N:27])=[O:24])[CH2:11]1)(=[O:8])[C:2]1[CH:3]=[CH:4][CH:5]=[CH:6][CH:7]=1. Given the reactants [C:1]([NH:9][C@H:10]1[CH2:14][N:13](C(OC(C)(C)C)=O)[C@H:12]([C:22]([OH:24])=O)[CH2:11]1)(=[O:8])[C:2]1[CH:7]=[CH:6][CH:5]=[CH:4][CH:3]=1.[ClH:25].[C:26]([C@@H:28]1[CH2:32][CH2:31][CH2:30][NH:29]1)#[N:27], predict the reaction product.